This data is from Catalyst prediction with 721,799 reactions and 888 catalyst types from USPTO. The task is: Predict which catalyst facilitates the given reaction. (1) Reactant: Cl.[F:2][C:3]([F:11])([F:10])[CH:4]1[CH2:9][CH2:8][NH:7][CH2:6][CH2:5]1.C(#N)C.[CH2:15]([O:17][C:18]([C:20]1[S:24][C:23]([C:25]2[CH:30]=[CH:29][C:28]([C:31]([F:34])([F:33])[F:32])=[CH:27][CH:26]=2)=[N:22][C:21]=1[CH2:35]Br)=[O:19])[CH3:16].C(=O)([O-])[O-].[K+].[K+]. Product: [CH2:15]([O:17][C:18]([C:20]1[S:24][C:23]([C:25]2[CH:30]=[CH:29][C:28]([C:31]([F:33])([F:34])[F:32])=[CH:27][CH:26]=2)=[N:22][C:21]=1[CH2:35][N:7]1[CH2:8][CH2:9][CH:4]([C:3]([F:11])([F:10])[F:2])[CH2:5][CH2:6]1)=[O:19])[CH3:16]. The catalyst class is: 6. (2) Reactant: [O:1]1[CH:5]=[CH:4][C:3]([C:6]2[CH:7]=[C:8]([C:13]([F:16])([F:15])[F:14])[C:9]([NH2:12])=[N:10][CH:11]=2)=[CH:2]1.[Cl:17][CH2:18][C:19]([CH2:21]Cl)=O. Product: [Cl:17][CH2:18][C:19]1[N:12]=[C:9]2[C:8]([C:13]([F:16])([F:14])[F:15])=[CH:7][C:6]([C:3]3[CH:4]=[CH:5][O:1][CH:2]=3)=[CH:11][N:10]2[CH:21]=1. The catalyst class is: 1.